Dataset: NCI-60 drug combinations with 297,098 pairs across 59 cell lines. Task: Regression. Given two drug SMILES strings and cell line genomic features, predict the synergy score measuring deviation from expected non-interaction effect. Drug 1: COC1=C(C=C2C(=C1)N=CN=C2NC3=CC(=C(C=C3)F)Cl)OCCCN4CCOCC4. Drug 2: C(CC(=O)O)C(=O)CN.Cl. Cell line: HS 578T. Synergy scores: CSS=21.9, Synergy_ZIP=-3.44, Synergy_Bliss=-1.06, Synergy_Loewe=0.834, Synergy_HSA=2.05.